Dataset: Reaction yield outcomes from USPTO patents with 853,638 reactions. Task: Predict the reaction yield, written as a fraction of the theoretical maximum amount of product (1.0 means a 100% yield; for example, 0.34 means a 34% yield). The reactants are O[CH:2]=[C:3]1[C:11]2[C:6](=[CH:7][C:8]([C:12]([C:14]3[CH:15]=[C:16]([NH:20][C:21](=[O:23])[CH3:22])[CH:17]=[CH:18][CH:19]=3)=[O:13])=[CH:9][CH:10]=2)[NH:5][C:4]1=[O:24].[CH3:25][N:26]1[CH2:31][CH2:30][N:29]([C:32]2[CH:37]=[CH:36][C:35]([NH2:38])=[CH:34][CH:33]=2)[CH2:28][CH2:27]1. The catalyst is C1COCC1. The product is [CH3:25][N:26]1[CH2:27][CH2:28][N:29]([C:32]2[CH:37]=[CH:36][C:35]([NH:38][CH:2]=[C:3]3[C:11]4[C:6](=[CH:7][C:8]([C:12]([C:14]5[CH:15]=[C:16]([NH:20][C:21](=[O:23])[CH3:22])[CH:17]=[CH:18][CH:19]=5)=[O:13])=[CH:9][CH:10]=4)[NH:5][C:4]3=[O:24])=[CH:34][CH:33]=2)[CH2:30][CH2:31]1. The yield is 0.530.